From a dataset of Forward reaction prediction with 1.9M reactions from USPTO patents (1976-2016). Predict the product of the given reaction. (1) Given the reactants [Cl:1][C:2]1[CH:3]=[CH:4][C:5]([N:10]2[CH:14]=[N:13][N:12]=[N:11]2)=[C:6]([CH2:8][NH2:9])[CH:7]=1.CCN(C(C)C)C(C)C.[Br:24][CH2:25][C:26](Br)=[O:27], predict the reaction product. The product is: [Br:24][CH2:25][C:26]([NH:9][CH2:8][C:6]1[CH:7]=[C:2]([Cl:1])[CH:3]=[CH:4][C:5]=1[N:10]1[CH:14]=[N:13][N:12]=[N:11]1)=[O:27]. (2) Given the reactants CC(OC(/N=N/C(OC(C)C)=O)=O)C.[F:15][C:16]([F:34])([F:33])[C:17]1[N:21]2[N:22]=[C:23]([N:26]3[CH2:31][CH2:30][CH:29]([OH:32])[CH2:28][CH2:27]3)[CH:24]=[CH:25][C:20]2=[N:19][N:18]=1.O[C:36]1[CH:46]=[CH:45][C:39]([C:40]([O:42][CH2:43][CH3:44])=[O:41])=[CH:38][CH:37]=1.C1(P(C2C=CC=CC=2)C2C=CC=CC=2)C=CC=CC=1, predict the reaction product. The product is: [F:34][C:16]([F:15])([F:33])[C:17]1[N:21]2[N:22]=[C:23]([N:26]3[CH2:31][CH2:30][CH:29]([O:32][C:36]4[CH:46]=[CH:45][C:39]([C:40]([O:42][CH2:43][CH3:44])=[O:41])=[CH:38][CH:37]=4)[CH2:28][CH2:27]3)[CH:24]=[CH:25][C:20]2=[N:19][N:18]=1. (3) The product is: [CH3:35][N:29]1[CH:28]=[CH:27][C:26]2[C:31](=[CH:32][CH:33]=[C:24]3[NH:23][CH:22]=[C:21]([CH2:20][CH2:19][NH:18][CH2:1][C:2]4[CH:7]=[CH:6][CH:5]=[CH:4][CH:3]=4)[C:25]3=2)[C:30]1=[O:34]. Given the reactants [C:1](O[C:1](=O)[C:2]1[CH:7]=[CH:6][CH:5]=[CH:4][CH:3]=1)(=O)[C:2]1[CH:7]=[CH:6][CH:5]=[CH:4][CH:3]=1.[NH2:18][CH2:19][CH2:20][C:21]1[C:25]2=[C:26]3[C:31](=[CH:32][CH:33]=[C:24]2[NH:23][CH:22]=1)[C:30](=[O:34])[N:29]([CH3:35])[CH:28]=[CH:27]3.C(N(CC)CC)C, predict the reaction product. (4) Given the reactants C([O:3][C:4](=[O:32])[CH2:5][O:6][C:7]1[C:15]2[O:14][CH:13]=[CH:12][C:11]=2[C:10]([C:16]2[N:20]=[C:19]([C:21]3[CH:26]=[CH:25][C:24]([O:27][CH:28]([CH3:30])[CH3:29])=[C:23]([Cl:31])[CH:22]=3)[O:18][N:17]=2)=[CH:9][CH:8]=1)C.[OH-].[Na+].Cl, predict the reaction product. The product is: [Cl:31][C:23]1[CH:22]=[C:21]([C:19]2[O:18][N:17]=[C:16]([C:10]3[C:11]4[CH:12]=[CH:13][O:14][C:15]=4[C:7]([O:6][CH2:5][C:4]([OH:32])=[O:3])=[CH:8][CH:9]=3)[N:20]=2)[CH:26]=[CH:25][C:24]=1[O:27][CH:28]([CH3:30])[CH3:29]. (5) The product is: [Cl:1][C:2]1[CH:7]=[C:6]2[C:5](=[C:4]([O:24][CH3:25])[C:3]=1[O:26][CH3:27])[O:11][C:10]([C:12]1[CH:17]=[CH:16][C:15]([O:18][CH3:19])=[C:14]([O:20][CH3:21])[CH:13]=1)=[CH:9][C:8]2=[O:22]. Given the reactants [Cl:1][C:2]1[C:3]([O:26][CH3:27])=[C:4]([O:24][CH3:25])[C:5](O)=[C:6]([C:8](=[O:22])[CH2:9][C:10]([C:12]2[CH:17]=[CH:16][C:15]([O:18][CH3:19])=[C:14]([O:20][CH3:21])[CH:13]=2)=[O:11])[CH:7]=1.C([O-])(=O)C.[Na+], predict the reaction product. (6) Given the reactants [N:1]1[C:10]2[NH:9][CH2:8][CH2:7][CH2:6][C:5]=2[CH:4]=[CH:3][C:2]=1[CH2:11][CH2:12][OH:13].C([O-])([O-])=O.[K+].[K+].[CH3:20][O:21][C:22]1[CH:29]=[CH:28][C:25]([CH2:26]Cl)=[CH:24][CH:23]=1, predict the reaction product. The product is: [CH3:20][O:21][C:22]1[CH:29]=[CH:28][C:25]([CH2:26][N:9]2[C:10]3[N:1]=[C:2]([CH2:11][CH2:12][OH:13])[CH:3]=[CH:4][C:5]=3[CH2:6][CH2:7][CH2:8]2)=[CH:24][CH:23]=1. (7) Given the reactants [NH2:1][C:2]([NH2:4])=[S:3].[CH2:5]([O:7][C:8](=[O:17])[CH:9](Cl)[C:10](=O)[C:11]([F:14])([F:13])[F:12])[CH3:6], predict the reaction product. The product is: [CH2:5]([O:7][C:8]([C:9]1[S:3][C:2]([NH2:4])=[N:1][C:10]=1[C:11]([F:12])([F:13])[F:14])=[O:17])[CH3:6].